From a dataset of Reaction yield outcomes from USPTO patents with 853,638 reactions. Predict the reaction yield, written as a fraction of the theoretical maximum amount of product (1.0 means a 100% yield; for example, 0.34 means a 34% yield). (1) The reactants are [H-].[Al+3].[Li+].[H-].[H-].[H-].[CH3:7][C:8]([CH2:16][CH2:17][CH2:18][CH:19]([CH3:31])[CH2:20][CH2:21][CH2:22][CH:23]([CH3:30])[CH2:24][CH2:25][CH2:26][CH:27]([CH3:29])[CH3:28])=[CH:9][CH2:10][CH2:11][C:12](OC)=[O:13].O.S([O-])([O-])(=O)=O.[Na+].[Na+]. The catalyst is O1CCCC1. The product is [CH3:7][C:8]([CH2:16][CH2:17][CH2:18][CH:19]([CH3:31])[CH2:20][CH2:21][CH2:22][CH:23]([CH3:30])[CH2:24][CH2:25][CH2:26][CH:27]([CH3:29])[CH3:28])=[CH:9][CH2:10][CH2:11][CH2:12][OH:13]. The yield is 0.970. (2) The reactants are [S:1]1[C:5]2[CH:6]=[CH:7][CH:8]=[CH:9][C:4]=2[N:3]=[C:2]1[O:10][C:11]1[CH:26]=[CH:25][C:14]2[C:15]([CH2:18][CH2:19]OS(C)(=O)=O)=[CH:16][O:17][C:13]=2[CH:12]=1.C([O-])([O-])=O.[K+].[K+].[NH:33]1[CH2:43][CH2:42][CH:36]([C:37]([O:39][CH2:40][CH3:41])=[O:38])[CH2:35][CH2:34]1. The catalyst is CC#N. The product is [CH2:40]([O:39][C:37]([CH:36]1[CH2:42][CH2:43][N:33]([CH2:19][CH2:18][C:15]2[C:14]3[CH:25]=[CH:26][C:11]([O:10][C:2]4[S:1][C:5]5[CH:6]=[CH:7][CH:8]=[CH:9][C:4]=5[N:3]=4)=[CH:12][C:13]=3[O:17][CH:16]=2)[CH2:34][CH2:35]1)=[O:38])[CH3:41]. The yield is 0.470. (3) The reactants are [OH:1][C:2]1[C:9]([CH3:10])=[CH:8][C:5]([CH:6]=[O:7])=[CH:4][C:3]=1[CH3:11].[H-].[Na+].Br[CH2:15][CH2:16][O:17][CH2:18][C:19]1[CH:24]=[CH:23][CH:22]=[CH:21][CH:20]=1.O. The catalyst is CN(C=O)C. The product is [CH2:18]([O:17][CH2:16][CH2:15][O:1][C:2]1[C:3]([CH3:11])=[CH:4][C:5]([CH:6]=[O:7])=[CH:8][C:9]=1[CH3:10])[C:19]1[CH:24]=[CH:23][CH:22]=[CH:21][CH:20]=1. The yield is 0.810. (4) The product is [I:8][C:5]1[CH:6]=[CH:7][C:2]2[N:3]([CH:10]=[C:11]([NH:13][C:14](=[O:20])[O:15][C:16]([CH3:19])([CH3:18])[CH3:17])[N:1]=2)[N:4]=1. The catalyst is CN(C)C(=O)C. The yield is 0.630. The reactants are [NH2:1][C:2]1[N:3]=[N:4][C:5]([I:8])=[CH:6][CH:7]=1.Cl[CH2:10][C:11]([NH:13][C:14](=[O:20])[O:15][C:16]([CH3:19])([CH3:18])[CH3:17])=O.P([O-])([O-])(O)=O.[Na+].[Na+].O.